From a dataset of Catalyst prediction with 721,799 reactions and 888 catalyst types from USPTO. Predict which catalyst facilitates the given reaction. (1) Product: [CH2:10]([C:17]1[N:22]=[CH:21][C:20]([CH2:23][C:24]2[CH:2]=[C:1]([C:3]3[C:4]([NH2:9])=[N:5][CH:6]=[CH:7][CH:8]=3)[O:26][N:25]=2)=[CH:19][CH:18]=1)[C:11]1[CH:12]=[CH:13][CH:14]=[CH:15][CH:16]=1. Reactant: [C:1]([C:3]1[C:4]([NH2:9])=[N:5][CH:6]=[CH:7][CH:8]=1)#[CH:2].[CH2:10]([C:17]1[N:22]=[CH:21][C:20]([CH2:23][C:24](Cl)=[N:25][OH:26])=[CH:19][CH:18]=1)[C:11]1[CH:16]=[CH:15][CH:14]=[CH:13][CH:12]=1.C(N(CC)CC)C. The catalyst class is: 7. (2) Product: [F:1][C:2]1[CH:3]=[C:4]([CH:42]=[CH:43][CH:44]=1)[CH2:5][N:6]1[C:10]([CH3:11])=[C:9]([C:12]2[C:20]3[C:15](=[N:16][CH:17]=[C:18]([C:21]4[CH:40]=[CH:39][CH:38]=[C:23]([O:24][CH:25]5[CH2:26][CH2:27][NH:28][CH2:29][CH2:30]5)[CH:22]=4)[CH:19]=3)[NH:14][CH:13]=2)[C:8]([CH3:41])=[N:7]1. The catalyst class is: 209. Reactant: [F:1][C:2]1[CH:3]=[C:4]([CH:42]=[CH:43][CH:44]=1)[CH2:5][N:6]1[C:10]([CH3:11])=[C:9]([C:12]2[C:20]3[C:15](=[N:16][CH:17]=[C:18]([C:21]4[CH:22]=[C:23]([CH:38]=[CH:39][CH:40]=4)[O:24][CH:25]4[CH2:30][CH2:29][N:28](C(OC(C)(C)C)=O)[CH2:27][CH2:26]4)[CH:19]=3)[NH:14][CH:13]=2)[C:8]([CH3:41])=[N:7]1. (3) Reactant: COS([CH2:6][C@H:7]1[O:32][C:11]2=[C:12]3[C:16](=[CH:17][CH:18]=[C:10]2[O:9][CH2:8]1)[NH:15][N:14]=[C:13]3[S:19]([C:22]1[C:31]2[C:26](=[CH:27][CH:28]=[CH:29][CH:30]=2)[CH:25]=[CH:24][CH:23]=1)(=[O:21])=[O:20])(=O)=O.[CH3:33][NH2:34].[ClH:35].CCOCC. Product: [ClH:35].[CH3:33][NH:34][CH2:6][C@@H:7]1[O:32][C:11]2=[C:12]3[C:16](=[CH:17][CH:18]=[C:10]2[O:9][CH2:8]1)[NH:15][N:14]=[C:13]3[S:19]([C:22]1[C:31]2[C:26](=[CH:27][CH:28]=[CH:29][CH:30]=2)[CH:25]=[CH:24][CH:23]=1)(=[O:20])=[O:21]. The catalyst class is: 58. (4) Reactant: [CH:1]1([O:4][C@H:5]2[CH2:9][N:8](C(OCC3C=CC=CC=3)=O)[C@H:7]([C:20]([O:22][CH3:23])=[O:21])[CH2:6]2)[CH2:3][CH2:2]1. Product: [CH:1]1([O:4][C@H:5]2[CH2:9][NH:8][C@H:7]([C:20]([O:22][CH3:23])=[O:21])[CH2:6]2)[CH2:2][CH2:3]1. The catalyst class is: 19. (5) Reactant: [H-].[Na+].C([O:10][C:11]1[CH:16]=[CH:15][C:14]([C:17](=[O:24])[CH2:18][C:19](OCC)=O)=[CH:13][C:12]=1[CH3:25])C1C=CC=CC=1.ClC[C:28]1[C:29]([CH:43]([CH3:45])[CH3:44])=[N:30][N:31]([C:33]2[CH:38]=[CH:37][C:36]([C:39]([F:42])([F:41])[F:40])=[CH:35][CH:34]=2)[CH:32]=1.Cl.C(=O)([O-])O.[Na+]. Product: [OH:10][C:11]1[CH:16]=[CH:15][C:14]([C:17](=[O:24])[CH2:18][CH2:19][C:28]2[C:29]([CH:43]([CH3:45])[CH3:44])=[N:30][N:31]([C:33]3[CH:34]=[CH:35][C:36]([C:39]([F:41])([F:42])[F:40])=[CH:37][CH:38]=3)[CH:32]=2)=[CH:13][C:12]=1[CH3:25]. The catalyst class is: 506. (6) Reactant: [CH2:1]([O:8][C:9]([N:11]1[CH2:16][C:15](=O)[CH:14]([NH:18][C:19]([C:21]2[CH:26]=[CH:25][CH:24]=[CH:23][N:22]=2)=[O:20])[CH2:13][CH:12]1[CH3:27])=[O:10])[C:2]1[CH:7]=[CH:6][CH:5]=[CH:4][CH:3]=1.O=P(Cl)(Cl)Cl. Product: [CH3:27][CH:12]1[N:11]([C:9]([O:8][CH2:1][C:2]2[CH:7]=[CH:6][CH:5]=[CH:4][CH:3]=2)=[O:10])[CH2:16][C:15]2[O:20][C:19]([C:21]3[CH:26]=[CH:25][CH:24]=[CH:23][N:22]=3)=[N:18][C:14]=2[CH2:13]1. The catalyst class is: 12. (7) Reactant: [Si]([O:8][C:9]([C:18]1[CH:49]=[CH:48][C:21]([CH2:22][N:23]2[CH2:28][CH2:27][N:26]([C:29]([C:31]3[CH:36]=[CH:35][C:34]([NH:37][C:38]([NH:40][CH:41]4[CH2:46][CH2:45][S:44][CH2:43][CH2:42]4)=[O:39])=[C:33]([F:47])[CH:32]=3)=[O:30])[CH2:25][CH2:24]2)=[CH:20][CH:19]=1)([C:14]([F:17])([F:16])[F:15])[C:10]([F:13])([F:12])[F:11])(C(C)(C)C)(C)C.ClC1C=C(C=CC=1)C(OO)=[O:55].Cl. Product: [F:47][C:33]1[CH:32]=[C:31]([C:29]([N:26]2[CH2:27][CH2:28][N:23]([CH2:22][C:21]3[CH:48]=[CH:49][C:18]([C:9]([OH:8])([C:14]([F:17])([F:16])[F:15])[C:10]([F:13])([F:12])[F:11])=[CH:19][CH:20]=3)[CH2:24][CH2:25]2)=[O:30])[CH:36]=[CH:35][C:34]=1[NH:37][C:38]([NH:40][CH:41]1[CH2:46][CH2:45][S:44](=[O:55])[CH2:43][CH2:42]1)=[O:39]. The catalyst class is: 4. (8) Reactant: [CH3:1][C:2]1[C:7]([C:8]([OH:10])=O)=[CH:6][N:5]=[C:4]([C:11]2[N:16]=[CH:15][CH:14]=[CH:13][N:12]=2)[N:3]=1.[Cl-].[F:18][C:19]1[CH:20]=[C:21]2[C:25](=[CH:26][CH:27]=1)[N:24]([NH3+:28])[CH:23]=[C:22]2[CH3:29].CN1CCOCC1.[Cl-].COC1N=C(OC)N=C([N+]2(C)CCOCC2)N=1. Product: [F:18][C:19]1[CH:20]=[C:21]2[C:25](=[CH:26][CH:27]=1)[N:24]([NH:28][C:8]([C:7]1[C:2]([CH3:1])=[N:3][C:4]([C:11]3[N:16]=[CH:15][CH:14]=[CH:13][N:12]=3)=[N:5][CH:6]=1)=[O:10])[CH:23]=[C:22]2[CH3:29]. The catalyst class is: 136. (9) Reactant: C([Li])CCC.CCCCCC.CC1(C)CCCC(C)(C)N1.[Br:22][C:23]1[CH:28]=[CH:27][C:26]([F:29])=[C:25]([F:30])[CH:24]=1.[C:31](=[O:33])=[O:32]. Product: [Br:22][C:23]1[C:24]([C:31]([OH:33])=[O:32])=[C:25]([F:30])[C:26]([F:29])=[CH:27][CH:28]=1. The catalyst class is: 7.